This data is from Full USPTO retrosynthesis dataset with 1.9M reactions from patents (1976-2016). The task is: Predict the reactants needed to synthesize the given product. (1) Given the product [Cl:42][C:39]1[CH:40]=[CH:41][C:36]([CH2:35][N:26]2[C:27]([CH3:29])=[CH:28][C:24]([C:22]3[O:21][N:20]=[C:19]([C:10]4[CH:11]=[CH:12][C:13]([O:14][C:15]([F:17])([F:16])[F:18])=[C:8]([Cl:7])[CH:9]=4)[N:23]=3)=[N:25]2)=[CH:37][N:38]=1, predict the reactants needed to synthesize it. The reactants are: CC([O-])(C)C.[K+].[Cl:7][C:8]1[CH:9]=[C:10]([C:19]2[N:23]=[C:22]([C:24]3[CH:28]=[C:27]([CH3:29])[NH:26][N:25]=3)[O:21][N:20]=2)[CH:11]=[CH:12][C:13]=1[O:14][C:15]([F:18])([F:17])[F:16].CS(O[CH2:35][C:36]1[CH:37]=[N:38][C:39]([Cl:42])=[CH:40][CH:41]=1)(=O)=O.O. (2) Given the product [Si:1]([O:8][CH2:9][C:10]1([CH3:17])[S:21][CH2:20][CH2:19][NH:18][C:12](=[O:14])[CH2:11]1)([C:4]([CH3:5])([CH3:6])[CH3:7])([CH3:2])[CH3:3], predict the reactants needed to synthesize it. The reactants are: [Si:1]([O:8][CH2:9][C:10]([CH3:17])=[CH:11][C:12]([O:14]CC)=O)([C:4]([CH3:7])([CH3:6])[CH3:5])([CH3:3])[CH3:2].[NH2:18][CH2:19][CH2:20][SH:21].Cl. (3) The reactants are: [CH:1](C1C=CC(CC2C(=O)NC3C=CC(Cl)=CC=3C(C3C=CC(O)=CC=3)=N2)=CC=1)([CH3:3])[CH3:2].C([C:34]1[CH:61]=[CH:60][C:37]([CH2:38][CH:39]2[C:45](=[O:46])[N:44]([CH3:47])[C:43]3[CH:48]=[CH:49][C:50]([Cl:52])=[CH:51][C:42]=3[C:41]([C:53]3[CH:58]=[CH:57][C:56]([OH:59])=[CH:55][CH:54]=3)=[N:40]2)=[CH:36][CH:35]=1)(C)C. Given the product [CH:1]([C:35]1[CH:36]=[C:37]([CH:60]=[CH:61][CH:34]=1)[CH2:38][CH:39]1[C:45](=[O:46])[N:44]([CH3:47])[C:43]2[CH:48]=[CH:49][C:50]([Cl:52])=[CH:51][C:42]=2[C:41]([C:53]2[CH:54]=[CH:55][C:56]([OH:59])=[CH:57][CH:58]=2)=[N:40]1)([CH3:3])[CH3:2], predict the reactants needed to synthesize it. (4) Given the product [Cl:11][C:12]1[CH:13]=[C:14]([CH:15]=[CH:16][C:17]=1[F:18])[O:19][C:2]1[CH:7]=[CH:6][C:5]([N+:8]([O-:10])=[O:9])=[CH:4][N:3]=1, predict the reactants needed to synthesize it. The reactants are: Cl[C:2]1[CH:7]=[CH:6][C:5]([N+:8]([O-:10])=[O:9])=[CH:4][N:3]=1.[Cl:11][C:12]1[CH:13]=[C:14]([OH:19])[CH:15]=[CH:16][C:17]=1[F:18].[H-].[Na+]. (5) Given the product [NH2:1][C:2]1[C:3]([C:15]2[CH:27]=[CH:26][C:18]([C:19]([O:21][C:22]([CH3:24])([CH3:25])[CH3:23])=[O:20])=[C:17]([F:28])[CH:16]=2)=[N:4][C:5]([CH:8]2[CH2:13][CH2:12][CH:11]([OH:14])[CH2:10][CH2:9]2)=[CH:6][N:7]=1, predict the reactants needed to synthesize it. The reactants are: [NH2:1][C:2]1[C:3]([C:15]2[CH:27]=[CH:26][C:18]([C:19]([O:21][C:22]([CH3:25])([CH3:24])[CH3:23])=[O:20])=[C:17]([F:28])[CH:16]=2)=[N:4][C:5]([CH:8]2[CH2:13][CH2:12][C:11](=[O:14])[CH2:10][CH2:9]2)=[CH:6][N:7]=1.[BH4-].[Na+].[NH4+].[Cl-]. (6) Given the product [Cl:28][C:25]1[CH:26]=[CH:27][C:22]([CH:10]2[C:5]3[N:6]([CH:7]([CH3:9])[CH3:8])[C:2]([C:34]4[N:30]([CH3:29])[N:31]=[CH:32][CH:33]=4)=[N:3][C:4]=3[C:12](=[O:13])[N:11]2[C:14]2[CH:19]=[CH:18][C:17](=[O:20])[N:16]([CH3:21])[CH:15]=2)=[CH:23][CH:24]=1, predict the reactants needed to synthesize it. The reactants are: Br[C:2]1[N:6]([CH:7]([CH3:9])[CH3:8])[C:5]2[CH:10]([C:22]3[CH:27]=[CH:26][C:25]([Cl:28])=[CH:24][CH:23]=3)[N:11]([C:14]3[CH:19]=[CH:18][C:17](=[O:20])[N:16]([CH3:21])[CH:15]=3)[C:12](=[O:13])[C:4]=2[N:3]=1.[CH3:29][N:30]1[C:34](B2OC(C)(C)C(C)(C)O2)=[CH:33][CH:32]=[N:31]1.C([O-])([O-])=O.[Cs+].[Cs+].C(Cl)Cl. (7) Given the product [CH2:1]([NH:8][C:18](=[O:19])[CH2:17][C:12]1[CH:13]=[CH:14][CH:15]=[CH:16][C:11]=1[O:10][CH3:9])[CH2:2][CH2:3][CH2:4][CH2:5][CH2:6][CH3:7], predict the reactants needed to synthesize it. The reactants are: [CH2:1]([NH2:8])[CH2:2][CH2:3][CH2:4][CH2:5][CH2:6][CH3:7].[CH3:9][O:10][C:11]1[CH:16]=[CH:15][CH:14]=[CH:13][C:12]=1[CH2:17][C:18](O)=[O:19].F[B-](F)(F)F.N1(OC(N(C)C)=[N+](C)C)C2C=CC=CC=2N=N1.C(N(C(C)C)C(C)C)C. (8) The reactants are: [CH3:1][CH:2]1[N:7]([C:8]2[CH:17]=[CH:16][CH:15]=[C:14]3[C:9]=2[CH:10]=[CH:11][C:12]([CH3:18])=[N:13]3)[CH2:6][CH2:5][N:4]([CH2:19][CH2:20][C:21]2[CH:22]=[CH:23][C:24]3[O:29][CH2:28][C:27](=[O:30])[NH:26][C:25]=3[CH:31]=2)[CH2:3]1.[CH3:32]I. Given the product [CH3:32][N:26]1[C:25]2[CH:31]=[C:21]([CH2:20][CH2:19][N:4]3[CH2:5][CH2:6][N:7]([C:8]4[CH:17]=[CH:16][CH:15]=[C:14]5[C:9]=4[CH:10]=[CH:11][C:12]([CH3:18])=[N:13]5)[CH:2]([CH3:1])[CH2:3]3)[CH:22]=[CH:23][C:24]=2[O:29][CH2:28][C:27]1=[O:30], predict the reactants needed to synthesize it.